From a dataset of Reaction yield outcomes from USPTO patents with 853,638 reactions. Predict the reaction yield, written as a fraction of the theoretical maximum amount of product (1.0 means a 100% yield; for example, 0.34 means a 34% yield). (1) The reactants are [CH2:1](I)[CH3:2].CN(C=O)C.[OH:9][C:10]1[C:18]2[O:17][C:16]([CH3:20])([CH3:19])[C:15](=[O:21])[C:14]=2[C:13]([CH3:22])=[C:12]([N:23]2[CH2:28][CH2:27][N:26]([C:29]3[CH:34]=[CH:33][C:32]([O:35][CH3:36])=[CH:31][CH:30]=3)[CH2:25][CH2:24]2)[C:11]=1[CH3:37].C(=O)([O-])[O-].[K+].[K+]. The catalyst is C(OCC)(=O)C.O. The product is [CH2:1]([O:9][C:10]1[C:18]2[O:17][C:16]([CH3:19])([CH3:20])[C:15](=[O:21])[C:14]=2[C:13]([CH3:22])=[C:12]([N:23]2[CH2:28][CH2:27][N:26]([C:29]3[CH:34]=[CH:33][C:32]([O:35][CH3:36])=[CH:31][CH:30]=3)[CH2:25][CH2:24]2)[C:11]=1[CH3:37])[CH3:2]. The yield is 0.440. (2) The reactants are [CH2:1]([C:3]1[CH:8]=[CH:7][C:6]([S:9](Cl)(=[O:11])=[O:10])=[CH:5][CH:4]=1)[CH3:2].[Cl-].[Al+3].[Cl-].[Cl-].[CH:17]1[CH:22]=[CH:21][CH:20]=[CH:19][CH:18]=1.O. The catalyst is C(OCC)(=O)C. The product is [C:17]1([S:9]([C:6]2[CH:7]=[CH:8][C:3]([CH2:1][CH3:2])=[CH:4][CH:5]=2)(=[O:11])=[O:10])[CH:22]=[CH:21][CH:20]=[CH:19][CH:18]=1. The yield is 0.921. (3) The reactants are [CH3:1][O:2][C:3]1[CH:4]=[C:5]2[C:10](=[CH:11][C:12]=1[O:13][CH3:14])[N:9]=[CH:8][CH:7]=[C:6]2[O:15][C:16]1[CH:21]=[CH:20][C:19]([N+:22]([O-])=O)=[CH:18][N:17]=1.[Cl-].[NH4+].O. The catalyst is C(O)C.C(OCC)(=O)C.CCCCCC.[Fe]. The product is [CH3:1][O:2][C:3]1[CH:4]=[C:5]2[C:10](=[CH:11][C:12]=1[O:13][CH3:14])[N:9]=[CH:8][CH:7]=[C:6]2[O:15][C:16]1[N:17]=[CH:18][C:19]([NH2:22])=[CH:20][CH:21]=1. The yield is 0.640. (4) The reactants are C[O:2][C:3]1[CH:4]=[C:5]2[C:10](=[CH:11][CH:12]=1)[CH:9]([CH2:13][C:14]([O:16][CH2:17][CH3:18])=[O:15])[CH2:8][CH2:7][CH2:6]2.B(Br)(Br)Br. The catalyst is ClCCl. The product is [OH:2][C:3]1[CH:4]=[C:5]2[C:10](=[CH:11][CH:12]=1)[CH:9]([CH2:13][C:14]([O:16][CH2:17][CH3:18])=[O:15])[CH2:8][CH2:7][CH2:6]2. The yield is 0.900. (5) The reactants are Br[C:2]1[C:7]([F:8])=[CH:6][CH:5]=[CH:4][N:3]=1.[Li]CCCC.[C:14]([O:18][C:19]([N:21]1[CH2:26][CH2:25][C:24](=[O:27])[CH2:23][CH2:22]1)=[O:20])([CH3:17])([CH3:16])[CH3:15]. The catalyst is C1COCC1. The yield is 0.650. The product is [C:14]([O:18][C:19]([N:21]1[CH2:26][CH2:25][C:24]([OH:27])([C:2]2[C:7]([F:8])=[CH:6][CH:5]=[CH:4][N:3]=2)[CH2:23][CH2:22]1)=[O:20])([CH3:17])([CH3:15])[CH3:16]. (6) The reactants are [Cl:1][C:2]1[CH:7]=[CH:6][C:5]([C:8]2[CH:13]=[CH:12][C:11]([C:14]([OH:16])=O)=[C:10]([O:17][CH3:18])[CH:9]=2)=[CH:4][CH:3]=1.Cl.[CH2:20]([O:22][C:23](=[O:26])[CH2:24][NH2:25])[CH3:21].CN(C)CCCN=C=NCC.ON1C2C=CC=CC=2N=N1.C(N(C(C)C)CC)(C)C. The catalyst is C(Cl)Cl.CCOC(C)=O.CN(C=O)C. The product is [CH2:20]([O:22][C:23](=[O:26])[CH2:24][NH:25][C:14]([C:11]1[CH:12]=[CH:13][C:8]([C:5]2[CH:4]=[CH:3][C:2]([Cl:1])=[CH:7][CH:6]=2)=[CH:9][C:10]=1[O:17][CH3:18])=[O:16])[CH3:21]. The yield is 0.850. (7) The reactants are [N:1]1([C:7]2[N:12]=[C:11]([N:13]3[CH:18]4[CH2:19][CH2:20][CH:14]3[CH2:15][O:16][CH2:17]4)[N:10]=[C:9]([C:21]3[CH:27]=[CH:26][C:24]([NH2:25])=[CH:23][CH:22]=3)[N:8]=2)[CH2:6][CH2:5][O:4][CH2:3][CH2:2]1.ClC(Cl)(O[C:32](=[O:38])OC(Cl)(Cl)Cl)Cl.[F:40][C:41]1[CH:47]=[CH:46][C:44]([NH2:45])=[CH:43][CH:42]=1. No catalyst specified. The product is [F:40][C:41]1[CH:47]=[CH:46][C:44]([NH:45][C:32]([NH:25][C:24]2[CH:26]=[CH:27][C:21]([C:9]3[N:8]=[C:7]([N:1]4[CH2:2][CH2:3][O:4][CH2:5][CH2:6]4)[N:12]=[C:11]([N:13]4[CH:14]5[CH2:20][CH2:19][CH:18]4[CH2:17][O:16][CH2:15]5)[N:10]=3)=[CH:22][CH:23]=2)=[O:38])=[CH:43][CH:42]=1. The yield is 0.490.